From a dataset of Full USPTO retrosynthesis dataset with 1.9M reactions from patents (1976-2016). Predict the reactants needed to synthesize the given product. (1) Given the product [NH2:22][CH2:21][CH2:20][N:19]([CH3:30])[CH2:18][CH2:17][NH:16][C:14](=[O:15])[C:13]([O:12][C:11]1[CH:33]=[CH:34][C:8]([C:6](=[O:7])[C:5]2[CH:35]=[CH:36][C:2]([Cl:1])=[CH:3][CH:4]=2)=[CH:9][CH:10]=1)([CH3:32])[CH3:31], predict the reactants needed to synthesize it. The reactants are: [Cl:1][C:2]1[CH:36]=[CH:35][C:5]([C:6]([C:8]2[CH:34]=[CH:33][C:11]([O:12][C:13]([CH3:32])([CH3:31])[C:14]([NH:16][CH2:17][CH2:18][N:19]([CH3:30])[CH2:20][CH2:21][NH:22]C(=O)OC(C)(C)C)=[O:15])=[CH:10][CH:9]=2)=[O:7])=[CH:4][CH:3]=1. (2) Given the product [NH2:16][C@H:10]1[CH2:11][CH:12]=[CH:13][CH2:14][CH2:15][N:8]([CH2:1][C:2]2[CH:7]=[CH:6][CH:5]=[CH:4][CH:3]=2)[C:9]1=[O:24], predict the reactants needed to synthesize it. The reactants are: [CH2:1]([N:8]1[CH2:15][CH2:14][CH:13]=[CH:12][CH2:11][C@H:10]([NH:16]C(=O)OC(C)(C)C)[C:9]1=[O:24])[C:2]1[CH:7]=[CH:6][CH:5]=[CH:4][CH:3]=1.C(O)(C(F)(F)F)=O. (3) Given the product [Cl:1][C:2]1[CH:10]=[CH:9][C:8]([C:11]2[CH:16]=[CH:15][C:14]([C:63]#[C:62][C@@H:64]3[CH2:68][O:67][C:66]([CH3:70])([CH3:69])[N:65]3[C:71]([O:73][C:74]([CH3:77])([CH3:76])[CH3:75])=[O:72])=[N:13][C:12]=2[C@@H:28]([NH:38][C:39](=[O:55])[CH2:40][N:41]2[C:45]3[C:46]([F:50])([F:51])[C@@H:47]4[CH2:49][C@@H:48]4[C:44]=3[C:43]([CH:52]([F:53])[F:54])=[N:42]2)[CH2:29][C:30]2[CH:31]=[C:32]([F:37])[CH:33]=[C:34]([F:36])[CH:35]=2)=[C:7]2[C:3]=1[C:4]([NH:57][S:58]([CH3:61])(=[O:59])=[O:60])=[N:5][N:6]2[CH3:56], predict the reactants needed to synthesize it. The reactants are: [Cl:1][C:2]1[CH:10]=[CH:9][C:8]([C:11]2[C:12]([C@@H:28]([NH:38][C:39](=[O:55])[CH2:40][N:41]3[C:45]4[C:46]([F:51])([F:50])[C@@H:47]5[CH2:49][C@@H:48]5[C:44]=4[C:43]([CH:52]([F:54])[F:53])=[N:42]3)[CH2:29][C:30]3[CH:35]=[C:34]([F:36])[CH:33]=[C:32]([F:37])[CH:31]=3)=[N:13][C:14](C#CC(C)(N3CCOC3=O)C)=[CH:15][CH:16]=2)=[C:7]2[C:3]=1[C:4]([NH:57][S:58]([CH3:61])(=[O:60])=[O:59])=[N:5][N:6]2[CH3:56].[C:62]([C@@H:64]1[CH2:68][O:67][C:66]([CH3:70])([CH3:69])[N:65]1[C:71]([O:73][C:74]([CH3:77])([CH3:76])[CH3:75])=[O:72])#[CH:63]. (4) The reactants are: [N+:1]([C:4]1[CH:24]=[CH:23][C:7]([C:8](=[NH:22])[NH:9][NH:10][C:11]2[CH:16]=[CH:15][C:14]([O:17][C:18]([F:21])([F:20])[F:19])=[CH:13][CH:12]=2)=[CH:6][CH:5]=1)([O-:3])=[O:2].[CH:25](O)=O. Given the product [N+:1]([C:4]1[CH:5]=[CH:6][C:7]([C:8]2[N:22]=[CH:25][N:10]([C:11]3[CH:12]=[CH:13][C:14]([O:17][C:18]([F:19])([F:20])[F:21])=[CH:15][CH:16]=3)[N:9]=2)=[CH:23][CH:24]=1)([O-:3])=[O:2], predict the reactants needed to synthesize it.